From a dataset of Peptide-MHC class II binding affinity with 134,281 pairs from IEDB. Regression. Given a peptide amino acid sequence and an MHC pseudo amino acid sequence, predict their binding affinity value. This is MHC class II binding data. (1) The peptide sequence is FAVATITHAAELQRV. The MHC is DRB1_0901 with pseudo-sequence DRB1_0901. The binding affinity (normalized) is 0.617. (2) The peptide sequence is NVKYLVIVFLIFFDL. The MHC is DRB5_0101 with pseudo-sequence DRB5_0101. The binding affinity (normalized) is 0.